From a dataset of Peptide-MHC class I binding affinity with 185,985 pairs from IEDB/IMGT. Regression. Given a peptide amino acid sequence and an MHC pseudo amino acid sequence, predict their binding affinity value. This is MHC class I binding data. (1) The peptide sequence is STITNEFCV. The MHC is H-2-Db with pseudo-sequence H-2-Db. The binding affinity (normalized) is 0.668. (2) The peptide sequence is ITASPYNFF. The MHC is Mamu-A01 with pseudo-sequence Mamu-A01. The binding affinity (normalized) is 0.885. (3) The binding affinity (normalized) is 0.00871. The peptide sequence is VHPVHAGPIA. The MHC is HLA-B35:01 with pseudo-sequence HLA-B35:01. (4) The peptide sequence is HALLATSIF. The MHC is HLA-B35:01 with pseudo-sequence HLA-B35:01. The binding affinity (normalized) is 0.739. (5) The peptide sequence is VQPWLMVDV. The MHC is HLA-A69:01 with pseudo-sequence HLA-A69:01. The binding affinity (normalized) is 0.0847. (6) The MHC is HLA-A02:03 with pseudo-sequence HLA-A02:03. The peptide sequence is ALMTLDDLA. The binding affinity (normalized) is 0.652. (7) The peptide sequence is LVIASLPLF. The MHC is HLA-A24:02 with pseudo-sequence HLA-A24:02. The binding affinity (normalized) is 0.429.